This data is from Forward reaction prediction with 1.9M reactions from USPTO patents (1976-2016). The task is: Predict the product of the given reaction. Given the reactants [NH:1]1[CH2:6][CH2:5][CH:4]([O:7][CH:8]2[CH2:11][C:10]([C:17]([O:19][CH2:20][CH3:21])=[O:18])([C:12]([O:14][CH2:15][CH3:16])=[O:13])[CH2:9]2)[CH2:3][CH2:2]1.F[C:23]1[CH:28]=[CH:27][C:26]([CH:29]=[O:30])=[CH:25][N:24]=1.C(=O)(O)[O-].[Na+].O, predict the reaction product. The product is: [CH:29]([C:26]1[CH:27]=[CH:28][C:23]([N:1]2[CH2:6][CH2:5][CH:4]([O:7][CH:8]3[CH2:11][C:10]([C:17]([O:19][CH2:20][CH3:21])=[O:18])([C:12]([O:14][CH2:15][CH3:16])=[O:13])[CH2:9]3)[CH2:3][CH2:2]2)=[N:24][CH:25]=1)=[O:30].